The task is: Predict the reaction yield, written as a fraction of the theoretical maximum amount of product (1.0 means a 100% yield; for example, 0.34 means a 34% yield).. This data is from Reaction yield outcomes from USPTO patents with 853,638 reactions. (1) The reactants are [Cl:1][C:2]1[CH:3]=[C:4]([C:14]2([OH:21])[CH2:17][CH:16]([C:18](O)=[O:19])[CH2:15]2)[CH:5]=[CH:6][C:7]=1[CH2:8][N:9]1[CH2:13][CH2:12][CH2:11][CH2:10]1.[CH3:22][NH2:23].C(P1(=O)OP(CCC)(=O)OP(CCC)(=O)O1)CC.[OH-].[Na+]. The catalyst is CCOC(C)=O. The product is [CH3:22][NH:23][C:18]([CH:16]1[CH2:17][C:14]([C:4]2[CH:5]=[CH:6][C:7]([CH2:8][N:9]3[CH2:13][CH2:12][CH2:11][CH2:10]3)=[C:2]([Cl:1])[CH:3]=2)([OH:21])[CH2:15]1)=[O:19]. The yield is 0.480. (2) The reactants are [Br:1][CH2:2][C:3]1[C:8]([CH3:9])=[C:7]([CH2:10]Br)[C:6]([CH3:12])=[C:5]([CH2:13]Br)[C:4]=1[CH3:15].ClCC1C(C)=C(CCl)C(C)=CC=1C.[NH2:29][C:30]([NH2:32])=[S:31]. No catalyst specified. The product is [BrH:1].[BrH:1].[BrH:1].[CH3:15][C:4]1[C:3]([CH2:2][NH:29][C:30]([SH:31])=[NH:32])=[C:8]([CH3:9])[C:7]([CH2:10][NH:29][C:30]([SH:31])=[NH:32])=[C:6]([CH3:12])[C:5]=1[CH2:13][NH:32][C:30]([SH:31])=[NH:29]. The yield is 0.660. (3) The reactants are [Br:1][C:2]1[CH:9]=[CH:8][C:5]([CH2:6]Br)=[CH:4][CH:3]=1.CN(C)C=O.[CH3:15][S:16]([O-:18])=[O:17].[Na+]. The catalyst is O. The product is [Br:1][C:2]1[CH:9]=[CH:8][C:5]([CH2:6][S:16]([CH3:15])(=[O:18])=[O:17])=[CH:4][CH:3]=1. The yield is 0.950. (4) The reactants are [CH:1]([C:3]1[CH:11]=[CH:10][C:6]([C:7]([OH:9])=[O:8])=[CH:5][CH:4]=1)=[O:2].S(Cl)(Cl)=O.[CH3:16]O. No catalyst specified. The product is [C:7]([C:6]1[CH:10]=[CH:11][C:3]([CH:1]=[O:2])=[CH:4][CH:5]=1)([O:9][CH3:16])=[O:8]. The yield is 0.980. (5) The reactants are Cl/[CH:2]=[CH:3]/[C:4]12[CH2:33][CH2:32][C@@H:31]([C:34]([CH3:36])=[CH2:35])[CH:5]1[CH:6]1[C@@:19]([CH3:22])([CH2:20][CH2:21]2)[C@@:18]2([CH3:23])[CH:9]([C@:10]3([CH3:30])[CH:15]([CH2:16][CH2:17]2)[C:14]([CH3:25])([CH3:24])[C@@H:13]([O:26]C(=O)C)[CH2:12][CH2:11]3)[CH2:8][CH2:7]1.CCN(C(C)C)C(C)C.O(S(C(F)(F)F)(=O)=O)S(C(F)(F)F)(=O)=O. The catalyst is C(Cl)Cl. The product is [C:3]([C:4]12[CH2:33][CH2:32][C@@H:31]([C:34]([CH3:36])=[CH2:35])[CH:5]1[CH:6]1[C@@:19]([CH3:22])([CH2:20][CH2:21]2)[C@@:18]2([CH3:23])[CH:9]([C@:10]3([CH3:30])[CH:15]([CH2:16][CH2:17]2)[C:14]([CH3:24])([CH3:25])[C@@H:13]([OH:26])[CH2:12][CH2:11]3)[CH2:8][CH2:7]1)#[CH:2]. The yield is 0.770. (6) The reactants are [C:1]1([CH:7]([NH:11][C:12]2[CH:17]=[CH:16][CH:15]=[CH:14][CH:13]=2)[C:8]([OH:10])=[O:9])[CH:6]=[CH:5][CH:4]=[CH:3][CH:2]=1.C1CCC(N=[C:25]=[N:26][CH:27]2[CH2:32][CH2:31][CH2:30][CH2:29][CH2:28]2)CC1.C1C=CC2N(O)N=NC=2C=1.CN1CCCC(O)CC1. The catalyst is C1COCC1. The product is [CH3:25][N:26]1[CH2:27][CH2:32][CH2:31][CH:30]([O:9][C:8](=[O:10])[CH:7]([C:1]2[CH:2]=[CH:3][CH:4]=[CH:5][CH:6]=2)[NH:11][C:12]2[CH:17]=[CH:16][CH:15]=[CH:14][CH:13]=2)[CH2:29][CH2:28]1. The yield is 0.200.